This data is from Forward reaction prediction with 1.9M reactions from USPTO patents (1976-2016). The task is: Predict the product of the given reaction. (1) Given the reactants [NH2:1][C:2]1[CH:7]=[CH:6][C:5]([CH2:8][N:9]2[CH2:14][CH2:13][N:12]([C:15]([O:17][C:18]([CH3:21])([CH3:20])[CH3:19])=[O:16])[C@@H:11]([CH3:22])[CH2:10]2)=[CH:4][CH:3]=1.[CH2:23]=O.C[O-].[Na+].[BH4-].[Na+], predict the reaction product. The product is: [CH3:22][C@H:11]1[CH2:10][N:9]([CH2:8][C:5]2[CH:6]=[CH:7][C:2]([NH:1][CH3:23])=[CH:3][CH:4]=2)[CH2:14][CH2:13][N:12]1[C:15]([O:17][C:18]([CH3:21])([CH3:20])[CH3:19])=[O:16]. (2) Given the reactants [NH2:1][C:2]1[N:6]([C:7]2[CH:8]=[N:9][N:10]([CH2:12][CH2:13][OH:14])[CH:11]=2)[N:5]=[C:4]([CH:15]([CH3:17])[CH3:16])[CH:3]=1.[OH-].[Na+].Cl[C:21]([O:23][CH2:24][C:25]([Cl:28])([Cl:27])[Cl:26])=[O:22], predict the reaction product. The product is: [Cl:26][C:25]([Cl:28])([Cl:27])[CH2:24][O:23][C:21](=[O:22])[NH:1][C:2]1[N:6]([C:7]2[CH:8]=[N:9][N:10]([CH2:12][CH2:13][OH:14])[CH:11]=2)[N:5]=[C:4]([CH:15]([CH3:17])[CH3:16])[CH:3]=1. (3) Given the reactants [CH3:1][C:2]1[NH:6][CH:5]=[C:4]([CH2:7][CH2:8][C:9]([OH:11])=[O:10])[CH:3]=1.P(Cl)(Cl)(Cl)=O.CN(C)[CH:19]=[O:20], predict the reaction product. The product is: [CH:19]([C:5]1[NH:6][C:2]([CH3:1])=[CH:3][C:4]=1[CH2:7][CH2:8][C:9]([OH:11])=[O:10])=[O:20]. (4) Given the reactants [Cl:1][C:2]1[CH:10]=[C:9]([C:11](=O)[CH3:12])[C:8]([C:14]2[CH:19]=[C:18]([F:20])[CH:17]=[C:16]([F:21])[CH:15]=2)=[C:7]2[C:3]=1[CH:4]=[N:5][N:6]2[CH3:22].C([O-])(=O)C.[NH4+].C([BH3-])#[N:29].[Na+], predict the reaction product. The product is: [Cl:1][C:2]1[CH:10]=[C:9]([CH:11]([NH2:29])[CH3:12])[C:8]([C:14]2[CH:19]=[C:18]([F:20])[CH:17]=[C:16]([F:21])[CH:15]=2)=[C:7]2[C:3]=1[CH:4]=[N:5][N:6]2[CH3:22]. (5) Given the reactants S(=O)(=O)(O)O.[NH2:6][C:7]1[C:15]([Br:16])=[CH:14][C:13]([O:17][C:18]([F:21])([F:20])[F:19])=[CH:12][C:8]=1[C:9]([OH:11])=[O:10].[OH-].[Na+].[CH3:24][CH2:25]O, predict the reaction product. The product is: [CH2:24]([O:10][C:9](=[O:11])[C:8]1[CH:12]=[C:13]([O:17][C:18]([F:21])([F:19])[F:20])[CH:14]=[C:15]([Br:16])[C:7]=1[NH2:6])[CH3:25]. (6) Given the reactants [CH:1]1[N:5]=[CH:4][N:3]([C:6]([N:8]2C=N[CH:10]=[CH:9]2)=[O:7])[CH:2]=1.[CH3:13]CN(C(C)C)C(C)C.N[C@H]1[CH2:39][C@@H:38]2[C@@:26]([CH3:49])([C@@H:27]3[C@@H:35]([CH2:36][CH2:37]2)[C@:34]2([OH:40])[C@@:30]([CH3:48])([C@@H:31]([C:41]4[CH:42]=[CH:43][C:44](=[O:47])[O:45][CH:46]=4)[CH2:32][CH2:33]2)[CH2:29][CH2:28]3)[CH2:25]C1.N1CCNCC1, predict the reaction product. The product is: [OH:40][C@:34]12[CH2:33][CH2:32][C@H:31]([C:41]3[CH:42]=[CH:43][C:44](=[O:47])[O:45][CH:46]=3)[C@@:30]1([CH3:48])[CH2:29][CH2:28][C@H:27]1[C@H:35]2[CH2:36][CH2:37][C@H:38]2[C@:26]1([CH3:25])[CH2:49][CH2:10][C@@H:9]([NH:8][C:6]([N:3]1[CH2:2][CH2:1][NH:5][CH2:4][CH2:13]1)=[O:7])[CH2:39]2. (7) Given the reactants [NH2:1][C:2]1[CH:7]=[CH:6][CH:5]=[CH:4][CH:3]=1.[NH2:8][C:9]1[C:10]([C:16](O)=[O:17])=[N:11][C:12]([Cl:15])=[CH:13][N:14]=1, predict the reaction product. The product is: [NH2:8][C:9]1[C:10]([C:16]([NH:1][C:2]2[CH:7]=[CH:6][CH:5]=[CH:4][CH:3]=2)=[O:17])=[N:11][C:12]([Cl:15])=[CH:13][N:14]=1. (8) Given the reactants Br[C:2]1[N:6]2[C:7]3[C:12]([N:13]=[C:14]([CH3:15])[C:5]2=[C:4]([CH3:17])[N:3]=1)=[CH:11][CH:10]=[C:9]([F:16])[CH:8]=3.[CH3:18][C:19]1(B(O)O)[CH:23]=[C:22]([CH3:24])[O:21][NH:20]1.C([O-])([O-])=O.[K+].[K+], predict the reaction product. The product is: [CH3:18][C:19]1[C:23]([C:2]2[N:6]3[C:7]4[C:12]([N:13]=[C:14]([CH3:15])[C:5]3=[C:4]([CH3:17])[N:3]=2)=[CH:11][CH:10]=[C:9]([F:16])[CH:8]=4)=[C:22]([CH3:24])[O:21][N:20]=1.